This data is from Reaction yield outcomes from USPTO patents with 853,638 reactions. The task is: Predict the reaction yield, written as a fraction of the theoretical maximum amount of product (1.0 means a 100% yield; for example, 0.34 means a 34% yield). (1) The reactants are Br.[CH:2]1([C:5]2[CH:6]=[CH:7][C:8](/[C:13](/[C:21]3[CH:26]=[CH:25][C:24]([S:27][CH3:28])=[CH:23][CH:22]=3)=[CH:14]/[CH2:15][CH2:16][NH:17][C:18](=[O:20])[CH3:19])=[N:9][C:10]=2[O:11]C)[CH2:4][CH2:3]1.O. The catalyst is O1CCOCC1. The product is [CH:2]1([C:5]2[C:10](=[O:11])[NH:9][C:8](/[C:13](/[C:21]3[CH:26]=[CH:25][C:24]([S:27][CH3:28])=[CH:23][CH:22]=3)=[CH:14]/[CH2:15][CH2:16][NH:17][C:18](=[O:20])[CH3:19])=[CH:7][CH:6]=2)[CH2:3][CH2:4]1. The yield is 0.640. (2) The yield is 0.740. The catalyst is C1COCC1.O. The product is [C:36]([N:26]1[CH2:27][CH2:28][CH:23]([C:7]2[C:8]3[S:12][C:11]([NH:13][C:14](=[O:22])[C:15]4[CH:20]=[CH:19][N:18]=[C:17]([CH3:21])[CH:16]=4)=[N:10][C:9]=3[C:4]([O:3][CH3:2])=[CH:5][CH:6]=2)[CH2:24][CH2:25]1)(=[O:38])[CH3:37]. The reactants are Cl.[CH3:2][O:3][C:4]1[C:9]2[N:10]=[C:11]([NH:13][C:14](=[O:22])[C:15]3[CH:20]=[CH:19][N:18]=[C:17]([CH3:21])[CH:16]=3)[S:12][C:8]=2[C:7]([CH:23]2[CH2:28][CH2:27][NH:26][CH2:25][CH2:24]2)=[CH:6][CH:5]=1.C(N(CC)CC)C.[C:36](OC(=O)C)(=[O:38])[CH3:37].C(=O)(O)[O-].[Na+]. (3) The reactants are FC(F)(F)C([NH:5][C:6]1[CH:10]=[C:9]([CH2:11][C:12]([NH:14][C:15]2[CH:20]=[CH:19][CH:18]=[C:17]([F:21])[CH:16]=2)=[O:13])[NH:8][N:7]=1)=O.C(=O)([O-])O.[Na+]. The catalyst is CO.Cl. The product is [NH2:5][C:6]1[CH:10]=[C:9]([CH2:11][C:12]([NH:14][C:15]2[CH:20]=[CH:19][CH:18]=[C:17]([F:21])[CH:16]=2)=[O:13])[NH:8][N:7]=1. The yield is 0.480. (4) The product is [CH2:9]([O:8][C:5]1[CH:6]=[CH:7][C:2]([C:22]2([OH:21])[CH2:23][CH2:24][N:25]([C:28]([O:30][C:31]([CH3:33])([CH3:32])[CH3:34])=[O:29])[CH2:26][CH2:27]2)=[CH:3][CH:4]=1)[CH2:10][CH2:11][CH2:12][CH2:13][CH2:14][CH3:15]. The yield is 0.330. The catalyst is C1COCC1. The reactants are Br[C:2]1[CH:7]=[CH:6][C:5]([O:8][CH2:9][CH2:10][CH2:11][CH2:12][CH2:13][CH2:14][CH3:15])=[CH:4][CH:3]=1.C([Li])CCC.[O:21]=[C:22]1[CH2:27][CH2:26][N:25]([C:28]([O:30][C:31]([CH3:34])([CH3:33])[CH3:32])=[O:29])[CH2:24][CH2:23]1. (5) The reactants are Cl.[O:2]1[C:6]2[CH:7]=[CH:8][CH:9]=[CH:10][C:5]=2[CH:4]=[C:3]1[CH2:11][NH2:12].F[C:14]1[CH:22]=[N:21][CH:20]=[CH:19][C:15]=1[C:16]([OH:18])=[O:17]. No catalyst specified. The product is [O:2]1[C:6]2[CH:7]=[CH:8][CH:9]=[CH:10][C:5]=2[CH:4]=[C:3]1[CH2:11][NH:12][C:19]1[CH:20]=[N:21][CH:22]=[CH:14][C:15]=1[C:16]([OH:18])=[O:17]. The yield is 0.0300. (6) The reactants are C1C=C(Cl)C=C(C(OO)=[O:9])C=1.[C:12]12([C:22](=[O:32])[CH2:23][S:24][C:25]3[CH:30]=[CH:29][C:28]([Cl:31])=[CH:27][CH:26]=3)[CH2:21][CH:16]3[CH2:17][CH:18]([CH2:20][CH:14]([CH2:15]3)[CH2:13]1)[CH2:19]2. The catalyst is C(Cl)Cl. The product is [C:12]12([C:22](=[O:32])[CH2:23][S:24]([C:25]3[CH:26]=[CH:27][C:28]([Cl:31])=[CH:29][CH:30]=3)=[O:9])[CH2:13][CH:14]3[CH2:20][CH:18]([CH2:17][CH:16]([CH2:15]3)[CH2:21]1)[CH2:19]2. The yield is 0.440. (7) The reactants are [NH2:1][C:2]1[C:3]([O:20][CH3:21])=[CH:4][C:5]([CH:17]([CH3:19])[CH3:18])=[C:6]([CH:16]=1)[O:7][C:8]1[C:9]([NH2:15])=[N:10][C:11]([NH2:14])=[N:12][CH:13]=1.[CH2:22]([N:24]=[C:25]=[O:26])[CH3:23]. The catalyst is C1(C)C=CC=CC=1. The product is [NH2:14][C:11]1[N:10]=[C:9]([NH2:15])[C:8]([O:7][C:6]2[C:5]([CH:17]([CH3:19])[CH3:18])=[CH:4][C:3]([O:20][CH3:21])=[C:2]([NH:1][C:25]([NH:24][CH2:22][CH3:23])=[O:26])[CH:16]=2)=[CH:13][N:12]=1. The yield is 0.830. (8) The yield is 0.780. The catalyst is [Br-].C[P+](C1C=CC=CC=1)(C1C=CC=CC=1)C1C=CC=CC=1.CS(C)=O.C1COCC1. The reactants are [CH2:1]([Li])CCC.O=[C:7]([CH3:15])[CH2:8][CH2:9][CH2:10][CH2:11][C:12]([OH:14])=[O:13].O.Cl. The product is [CH3:1][C:7](=[CH2:15])[CH2:8][CH2:9][CH2:10][CH2:11][C:12]([OH:14])=[O:13].